Dataset: Catalyst prediction with 721,799 reactions and 888 catalyst types from USPTO. Task: Predict which catalyst facilitates the given reaction. (1) Reactant: [CH3:1][C:2]1[CH:9]=[CH:8][C:5]([CH:6]=O)=[C:4]([NH:10][C:11]2[CH:16]=[CH:15][CH:14]=[C:13]([N+:17]([O-:19])=[O:18])[CH:12]=2)[N:3]=1.[N:20]1[CH:25]=[CH:24][C:23]([CH2:26][CH2:27][CH2:28][CH2:29][C:30](OCC)=[O:31])=[CH:22][CH:21]=1.[Li+].CC([N-]C(C)C)C. Product: [CH3:1][C:2]1[N:3]=[C:4]2[C:5]([CH:6]=[C:29]([CH2:28][CH2:27][CH2:26][C:23]3[CH:24]=[CH:25][N:20]=[CH:21][CH:22]=3)[C:30](=[O:31])[N:10]2[C:11]2[CH:16]=[CH:15][CH:14]=[C:13]([N+:17]([O-:19])=[O:18])[CH:12]=2)=[CH:8][CH:9]=1. The catalyst class is: 25. (2) Reactant: [CH3:1][N:2]1[CH:6]=[C:5]([N+:7]([O-:9])=[O:8])[C:4]([C:10]([OH:12])=O)=[N:3]1.[CH3:13][N:14](C(ON1N=NC2C=CC=CC1=2)=[N+](C)C)[CH3:15].[B-](F)(F)(F)F.Cl.CNC.C(N(CC)C(C)C)(C)C. Product: [CH3:13][N:14]([CH3:15])[C:10]([C:4]1[C:5]([N+:7]([O-:9])=[O:8])=[CH:6][N:2]([CH3:1])[N:3]=1)=[O:12]. The catalyst class is: 3. (3) Reactant: [NH2:1][C:2]1[CH:3]=[C:4]([C:8]2[N:9]=[C:10]([CH2:13][N:14]3[CH:18]=[C:17]([C:19]([O:21][CH2:22][CH3:23])=[O:20])[CH:16]=[N:15]3)[S:11][CH:12]=2)[CH:5]=[CH:6][CH:7]=1.C(N(CC)CC)C.[C:31]([O:34][CH2:35][C:36](Cl)=[O:37])(=[O:33])[CH3:32]. Product: [C:31]([O:34][CH2:35][C:36]([NH:1][C:2]1[CH:3]=[C:4]([C:8]2[N:9]=[C:10]([CH2:13][N:14]3[CH:18]=[C:17]([C:19]([O:21][CH2:22][CH3:23])=[O:20])[CH:16]=[N:15]3)[S:11][CH:12]=2)[CH:5]=[CH:6][CH:7]=1)=[O:37])(=[O:33])[CH3:32]. The catalyst class is: 7. (4) Reactant: [F:1][C:2]([F:16])([F:15])[O:3][C:4]1[CH:9]=[CH:8][C:7]([CH:10]=[CH:11][C:12]([NH2:14])=[O:13])=[CH:6][CH:5]=1.[Cl:17][CH:18](Cl)[C:19](=O)[CH3:20]. Product: [Cl:17][CH2:18][C:19]1[N:14]=[C:12]([CH:11]=[CH:10][C:7]2[CH:6]=[CH:5][C:4]([O:3][C:2]([F:15])([F:16])[F:1])=[CH:9][CH:8]=2)[O:13][CH:20]=1. The catalyst class is: 11. (5) Product: [CH3:7][N:6]1[C:2]([NH:1][C:45]([C:39]2[CH:44]=[CH:43][CH:42]=[CH:41][CH:40]=2)([C:52]2[CH:53]=[CH:54][CH:55]=[CH:56][CH:57]=2)[C:46]2[CH:47]=[CH:48][CH:49]=[CH:50][CH:51]=2)=[C:3]([NH:8][C:9]([C@@H:11]([NH:24][C:25](=[O:31])[O:26][C:27]([CH3:30])([CH3:29])[CH3:28])[CH2:12][CH2:13][CH2:14][CH2:15][NH:16][C:17](=[O:23])[O:18][C:19]([CH3:21])([CH3:22])[CH3:20])=[O:10])[CH:4]=[N:5]1. The catalyst class is: 22. Reactant: [NH2:1][C:2]1[N:6]([CH3:7])[N:5]=[CH:4][C:3]=1[NH:8][C:9]([C@@H:11]([NH:24][C:25](=[O:31])[O:26][C:27]([CH3:30])([CH3:29])[CH3:28])[CH2:12][CH2:13][CH2:14][CH2:15][NH:16][C:17](=[O:23])[O:18][C:19]([CH3:22])([CH3:21])[CH3:20])=[O:10].C(N(CC)CC)C.[C:39]1([C:45](Cl)([C:52]2[CH:57]=[CH:56][CH:55]=[CH:54][CH:53]=2)[C:46]2[CH:51]=[CH:50][CH:49]=[CH:48][CH:47]=2)[CH:44]=[CH:43][CH:42]=[CH:41][CH:40]=1. (6) Reactant: C([N:4]1[C:12]2[C:7](=[CH:8][C:9]([N+:13]([O-:15])=[O:14])=[CH:10][CH:11]=2)[C:6](=[C:16](OCC)[C:17]2[CH:22]=[CH:21][CH:20]=[CH:19][CH:18]=2)[C:5]1=[O:26])(=O)C.[O:27]1[CH2:32][CH2:31][N:30]([CH2:33][C:34]([NH:36][C:37]2[CH:43]=[CH:42][C:40]([NH2:41])=[CH:39][CH:38]=2)=[O:35])[CH2:29][CH2:28]1.[OH-].[Na+]. Product: [O:27]1[CH2:28][CH2:29][N:30]([CH2:33][C:34]([NH:36][C:37]2[CH:43]=[CH:42][C:40]([NH:41]/[C:16](=[C:6]3\[C:5](=[O:26])[NH:4][C:12]4[C:7]\3=[CH:8][C:9]([N+:13]([O-:15])=[O:14])=[CH:10][CH:11]=4)/[C:17]3[CH:22]=[CH:21][CH:20]=[CH:19][CH:18]=3)=[CH:39][CH:38]=2)=[O:35])[CH2:31][CH2:32]1. The catalyst class is: 121. (7) Reactant: [NH2:1][C:2]1[S:3][CH2:4][C@@H:5]2[CH2:11][C@H:10]([C:12]([NH2:14])=[O:13])[O:9][CH2:8][C@:6]2([C:15]2[CH:20]=[CH:19][C:18]([F:21])=[CH:17][C:16]=2[F:22])[N:7]=1.[C:23](O[C:23]([O:25][C:26]([CH3:29])([CH3:28])[CH3:27])=[O:24])([O:25][C:26]([CH3:29])([CH3:28])[CH3:27])=[O:24]. Product: [C:12]([C@@H:10]1[O:9][CH2:8][C@:6]2([C:15]3[CH:20]=[CH:19][C:18]([F:21])=[CH:17][C:16]=3[F:22])[N:7]=[C:2]([NH:1][C:23](=[O:24])[O:25][C:26]([CH3:29])([CH3:28])[CH3:27])[S:3][CH2:4][C@@H:5]2[CH2:11]1)(=[O:13])[NH2:14]. The catalyst class is: 7. (8) Reactant: Cl[C:2]1[C:3]([NH2:8])=[N:4][CH:5]=[CH:6][N:7]=1.CC(C1C=C(C(C)C)C(C2C(P(C3CCCCC3)C3CCCCC3)=C(OC)C=CC=2OC)=C(C(C)C)C=1)C.CC(C)([O-])C.[Na+].[CH:53]1([NH2:56])[CH2:55][CH2:54]1. Product: [CH:53]1([NH:56][C:2]2[C:3]([NH2:8])=[N:4][CH:5]=[CH:6][N:7]=2)[CH2:55][CH2:54]1. The catalyst class is: 552. (9) Reactant: [NH:1]1[CH2:6][CH2:5][CH2:4][CH2:3][CH2:2]1.[CH2:7]([N:9]1[C:18]2[C:13](=[CH:14][C:15]([F:20])=[C:16](F)[CH:17]=2)[C:12](=[O:21])[N:11]([OH:22])[C:10]1=[O:23])[CH3:8].C(N(CC)CC)C. Product: [CH2:7]([N:9]1[C:18]2[C:13](=[CH:14][C:15]([F:20])=[C:16]([N:1]3[CH2:6][CH2:5][CH2:4][CH2:3][CH2:2]3)[CH:17]=2)[C:12](=[O:21])[N:11]([OH:22])[C:10]1=[O:23])[CH3:8]. The catalyst class is: 10.